The task is: Predict the reactants needed to synthesize the given product.. This data is from Full USPTO retrosynthesis dataset with 1.9M reactions from patents (1976-2016). (1) Given the product [F:51][CH:2]([F:1])[C:3]1[N:7]([C:8]2[N:13]=[C:12]([N:14]3[CH2:15][CH2:16][O:17][CH2:18][CH2:19]3)[N:11]=[C:10]([O:20][C@H:21]3[CH2:22][CH2:23][C@H:24]([N:27]4[CH2:31][CH2:30][C@H:29]([NH:32][C:33](=[O:45])[O:34][CH2:35][CH2:36][OH:37])[C:28]4=[O:46])[CH2:25][CH2:26]3)[CH:9]=2)[C:6]2[CH:47]=[CH:48][CH:49]=[CH:50][C:5]=2[N:4]=1, predict the reactants needed to synthesize it. The reactants are: [F:1][CH:2]([F:51])[C:3]1[N:7]([C:8]2[N:13]=[C:12]([N:14]3[CH2:19][CH2:18][O:17][CH2:16][CH2:15]3)[N:11]=[C:10]([O:20][C@H:21]3[CH2:26][CH2:25][C@H:24]([N:27]4[CH2:31][CH2:30][C@H:29]([NH:32][C:33](=[O:45])[O:34][CH2:35][CH2:36][O:37]CC5C=CC=CC=5)[C:28]4=[O:46])[CH2:23][CH2:22]3)[CH:9]=2)[C:6]2[CH:47]=[CH:48][CH:49]=[CH:50][C:5]=2[N:4]=1. (2) Given the product [CH2:1]([O:3][C:4]([C:6]1[CH:7]([NH:26][CH2:24][CH3:25])[C:8]2[C:13]([C:14]=1[C:15]1[CH:20]=[CH:19][CH:18]=[CH:17][CH:16]=1)=[CH:12][CH:11]=[C:10]([O:21][CH3:22])[CH:9]=2)=[O:5])[CH3:2], predict the reactants needed to synthesize it. The reactants are: [CH2:1]([O:3][C:4]([C:6]1[CH:7](Br)[C:8]2[C:13]([C:14]=1[C:15]1[CH:20]=[CH:19][CH:18]=[CH:17][CH:16]=1)=[CH:12][CH:11]=[C:10]([O:21][CH3:22])[CH:9]=2)=[O:5])[CH3:2].[CH2:24]([NH2:26])[CH3:25]. (3) Given the product [NH2:23][C:8]1[C:7]2[N:6]=[C:5]([CH2:24][O:25][CH2:26][CH3:27])[N:4]([CH2:3][CH2:2][NH:1][C:32]([NH:31][CH:28]([CH3:30])[CH3:29])=[O:33])[C:16]=2[C:15]2[CH:14]=[CH:13][C:12]([C:17]3[CH:18]=[N:19][CH:20]=[CH:21][CH:22]=3)=[CH:11][C:10]=2[N:9]=1, predict the reactants needed to synthesize it. The reactants are: [NH2:1][CH2:2][CH2:3][N:4]1[C:16]2[C:15]3[CH:14]=[CH:13][C:12]([C:17]4[CH:18]=[N:19][CH:20]=[CH:21][CH:22]=4)=[CH:11][C:10]=3[N:9]=[C:8]([NH2:23])[C:7]=2[N:6]=[C:5]1[CH2:24][O:25][CH2:26][CH3:27].[CH:28]([N:31]=[C:32]=[O:33])([CH3:30])[CH3:29]. (4) Given the product [C:13]([C:11]1[N:10]([CH2:19][CH2:20][NH:21][C:22](=[O:28])[O:23][C:24]([CH3:26])([CH3:25])[CH3:27])[N:9]=[C:8]([N:3]2[C:4]([CH3:7])=[CH:5][CH:6]=[C:2]2[CH3:1])[CH:12]=1)(=[O:18])[CH3:29], predict the reactants needed to synthesize it. The reactants are: [CH3:1][C:2]1[N:3]([C:8]2[CH:12]=[C:11]([C:13](=[O:18])N(OC)C)[N:10]([CH2:19][CH2:20][NH:21][C:22](=[O:28])[O:23][C:24]([CH3:27])([CH3:26])[CH3:25])[N:9]=2)[C:4]([CH3:7])=[CH:5][CH:6]=1.[CH3:29][Mg+].[Br-]. (5) Given the product [NH:8]1[CH2:13][CH2:12][CH2:11][CH2:10][C@H:9]1[C:14]([NH2:18])=[O:16], predict the reactants needed to synthesize it. The reactants are: C(OC([N:8]1[CH2:13][CH2:12][CH2:11][CH2:10][C@H:9]1[C:14]([OH:16])=O)=O)(C)(C)C.C[N:18]1CCOCC1.ClC(OCC(C)C)=O.[OH-].[NH4+]. (6) Given the product [Br:1][C:2]1[CH:3]=[CH:4][CH:5]=[C:6]2[C:11]=1[N:10]=[C:9]([Cl:17])[CH:8]=[CH:7]2, predict the reactants needed to synthesize it. The reactants are: [Br:1][C:2]1[CH:3]=[CH:4][CH:5]=[C:6]2[C:11]=1[NH:10][C:9](=O)[CH:8]=[CH:7]2.O.N.P(Cl)(Cl)([Cl:17])=O. (7) The reactants are: [OH:1][C:2]1[CH:3]=[C:4]([C:8]2[N:9]=[CH:10][N:11](C(OC(C)(C)C)=O)[CH:12]=2)[CH:5]=[CH:6][CH:7]=1.C(=O)([O-])[O-].[K+].[K+].Br[CH2:27][C:28]([O:30][CH3:31])=[O:29]. Given the product [NH:11]1[CH:12]=[C:8]([C:4]2[CH:3]=[C:2]([CH:7]=[CH:6][CH:5]=2)[O:1][CH2:27][C:28]([O:30][CH3:31])=[O:29])[N:9]=[CH:10]1, predict the reactants needed to synthesize it.